Dataset: Forward reaction prediction with 1.9M reactions from USPTO patents (1976-2016). Task: Predict the product of the given reaction. (1) Given the reactants [C:1]([NH:4][C:5]1[S:6][C:7]2[C:13]3[N:14]([C@H:20]4[CH2:25][CH2:24][C@H:23]([C:26]([O:28]CC)=[O:27])[CH2:22][CH2:21]4)[N:15]=[C:16]([CH:17]4[CH2:19][CH2:18]4)[C:12]=3[CH2:11][CH2:10][C:8]=2[N:9]=1)(=[O:3])[CH3:2].[OH-].[Li+], predict the reaction product. The product is: [C:1]([NH:4][C:5]1[S:6][C:7]2[C:13]3[N:14]([C@H:20]4[CH2:25][CH2:24][C@H:23]([C:26]([OH:28])=[O:27])[CH2:22][CH2:21]4)[N:15]=[C:16]([CH:17]4[CH2:18][CH2:19]4)[C:12]=3[CH2:11][CH2:10][C:8]=2[N:9]=1)(=[O:3])[CH3:2]. (2) Given the reactants [NH2:1][C@H:2]([C:8]([OH:10])=[O:9])[CH2:3][CH2:4][C:5](=[O:7])N.[NH2:11][C@H:12]([C:17]([OH:19])=[O:18])[CH2:13][C:14](=[O:16])N, predict the reaction product. The product is: [NH2:1][C@H:2]([C:8]([OH:10])=[O:9])[CH2:3][CH2:4][C:5]([OH:16])=[O:7].[NH2:11][C@H:12]([C:17]([OH:19])=[O:18])[CH2:13][C:14]([OH:7])=[O:16]. (3) The product is: [C:1]([O:5][C:6](=[O:18])[NH:7][CH:8]1[CH2:17][C:16]2[C:11](=[CH:12][CH:13]=[CH:14][CH:15]=2)[NH:10][CH2:9]1)([CH3:4])([CH3:2])[CH3:3]. Given the reactants [C:1]([O:5][C:6](=[O:18])[NH:7][C:8]1[CH:9]=[N:10][C:11]2[C:16]([CH:17]=1)=[CH:15][CH:14]=[CH:13][CH:12]=2)([CH3:4])([CH3:3])[CH3:2].C(O)(=O)C, predict the reaction product. (4) The product is: [NH2:1][C:2]1[C:3](=[O:10])[N:4]([CH3:9])[CH:5]=[C:6]([C:24]2[C:23]([CH3:37])=[C:22]([NH:21][C:19](=[O:20])[C:18]3[CH:17]=[CH:16][C:15]([C:11]([CH3:12])([CH3:13])[CH3:14])=[CH:39][CH:38]=3)[CH:27]=[CH:26][CH:25]=2)[CH:7]=1. Given the reactants [NH2:1][C:2]1[C:3](=[O:10])[N:4]([CH3:9])[CH:5]=[C:6](Br)[CH:7]=1.[C:11]([C:15]1[CH:39]=[CH:38][C:18]([C:19]([NH:21][C:22]2[CH:27]=[CH:26][CH:25]=[C:24](B3OC(C)(C)C(C)(C)O3)[C:23]=2[CH3:37])=[O:20])=[CH:17][CH:16]=1)([CH3:14])([CH3:13])[CH3:12], predict the reaction product.